This data is from Reaction yield outcomes from USPTO patents with 853,638 reactions. The task is: Predict the reaction yield, written as a fraction of the theoretical maximum amount of product (1.0 means a 100% yield; for example, 0.34 means a 34% yield). (1) The reactants are [NH2:1][C:2]1[CH:7]=[CH:6][N:5]=[CH:4][CH:3]=1.Cl[C:9]([O:11][C:12]1[CH:17]=[CH:16][CH:15]=[CH:14][CH:13]=1)=[O:10]. No catalyst specified. The product is [N:5]1[CH:6]=[CH:7][C:2]([NH:1][C:9](=[O:10])[O:11][C:12]2[CH:17]=[CH:16][CH:15]=[CH:14][CH:13]=2)=[CH:3][CH:4]=1. The yield is 5.34. (2) The reactants are [C:1]1([NH:7][NH2:8])[CH:6]=[CH:5][CH:4]=[CH:3][CH:2]=1.NN. No catalyst specified. The product is [CH3:4][C:3]1[CH:2]=[C:1]([NH2:7])[N:7]([C:1]2[CH:6]=[CH:5][CH:4]=[CH:3][CH:2]=2)[N:8]=1. The yield is 0.370. (3) The reactants are [NH2:1][C:2]1[N:3]=[C:4]([Cl:23])[C:5]2[CH2:10][C:9](=[O:11])[N:8]([CH2:12][C:13]3[C:18]([CH3:19])=[C:17]([O:20][CH3:21])[C:16]([CH3:22])=[CH:15][N:14]=3)[C:6]=2[N:7]=1.[Si]([O:31][CH:32]1[CH2:37][CH2:36][N:35]([C:38]([C:40]2[NH:44][C:43]([CH:45]=O)=[N:42][CH:41]=2)=[O:39])[CH2:34][CH2:33]1)(C(C)(C)C)(C)C.N1CCCCC1.C1COCC1.O.C(O)(C(F)(F)F)=O. The catalyst is CCO. The product is [NH2:1][C:2]1[N:3]=[C:4]([Cl:23])[C:5]2=[C:6]([N:8]([CH2:12][C:13]3[C:18]([CH3:19])=[C:17]([O:20][CH3:21])[C:16]([CH3:22])=[CH:15][N:14]=3)[C:9](=[O:11])/[C:10]/2=[CH:45]\[C:43]2[NH:42][CH:41]=[C:40]([C:38]([N:35]3[CH2:36][CH2:37][CH:32]([OH:31])[CH2:33][CH2:34]3)=[O:39])[N:44]=2)[N:7]=1. The yield is 0.730.